From a dataset of Forward reaction prediction with 1.9M reactions from USPTO patents (1976-2016). Predict the product of the given reaction. (1) Given the reactants [C-:1]#[N:2].[K+].Cl[C:5]1[S:6][C:7]2[CH:13]=[C:12]([NH:14][CH2:15][CH2:16][CH2:17][CH3:18])[CH:11]=[CH:10][C:8]=2[N:9]=1.P([O-])([O-])([O-])=O.[K+].[K+].[K+], predict the reaction product. The product is: [C:1]([C:5]1[S:6][C:7]2[CH:13]=[C:12]([NH:14][CH2:15][CH2:16][CH2:17][CH3:18])[CH:11]=[CH:10][C:8]=2[N:9]=1)#[N:2]. (2) Given the reactants [CH3:1][CH:2]([CH2:7][CH2:8][CH2:9][CH2:10][CH2:11][CH3:12])[CH2:3][C:4]([OH:6])=[O:5].[C:13](Cl)(=O)[C:14]([Cl:16])=[O:15], predict the reaction product. The product is: [CH3:1][CH:2]([CH2:7][CH2:8][CH2:9][CH2:10][CH2:11][CH3:12])[CH2:3][C:4]([OH:6])=[O:5].[CH3:4][CH:3]([CH2:2][CH2:7][CH2:8][CH2:9][CH2:10][CH3:11])[CH2:13][C:14]([Cl:16])=[O:15]. (3) The product is: [F:24][CH:2]([F:1])[C:3]1[N:8]2[N:9]=[CH:10][C:11]([C:12]#[C:13][C:29]3[CH:30]=[C:31]([CH3:32])[C:26]([NH2:25])=[N:27][CH:28]=3)=[C:7]2[N:6]=[C:5]([C:14]2[CH:19]=[CH:18][C:17]([C:20]([F:23])([F:22])[F:21])=[CH:16][CH:15]=2)[CH:4]=1. Given the reactants [F:1][CH:2]([F:24])[C:3]1[N:8]2[N:9]=[CH:10][C:11]([C:12]#[CH:13])=[C:7]2[N:6]=[C:5]([C:14]2[CH:19]=[CH:18][C:17]([C:20]([F:23])([F:22])[F:21])=[CH:16][CH:15]=2)[CH:4]=1.[NH2:25][C:26]1[C:31]([CH3:32])=[CH:30][C:29](Br)=[CH:28][N:27]=1, predict the reaction product. (4) Given the reactants [C:1]([C:5]1[CH:18]=[CH:17][C:8]2[NH:9][C:10]([CH2:12][CH2:13][CH2:14][CH2:15]O)=[N:11][C:7]=2[CH:6]=1)([CH3:4])([CH3:3])[CH3:2].O=S(Cl)[Cl:21], predict the reaction product. The product is: [C:1]([C:5]1[CH:18]=[CH:17][C:8]2[NH:9][C:10]([CH2:12][CH2:13][CH2:14][CH2:15][Cl:21])=[N:11][C:7]=2[CH:6]=1)([CH3:4])([CH3:3])[CH3:2]. (5) Given the reactants [O:1]1[C:5]2([CH2:10][CH2:9][CH:8]([CH:11]=O)[CH2:7][CH2:6]2)[O:4][CH2:3][CH2:2]1.[CH3:13][C:14]([S:17]([NH2:19])=[O:18])([CH3:16])[CH3:15], predict the reaction product. The product is: [O:4]1[C:5]2([CH2:6][CH2:7][CH:8](/[CH:11]=[N:19]/[S:17]([C:14]([CH3:16])([CH3:15])[CH3:13])=[O:18])[CH2:9][CH2:10]2)[O:1][CH2:2][CH2:3]1.